This data is from Forward reaction prediction with 1.9M reactions from USPTO patents (1976-2016). The task is: Predict the product of the given reaction. (1) Given the reactants Cl[C:2]1[N:7]=[C:6]2[CH:8]=[C:9]([C:19]3[N:23]([CH:24]4[CH2:29][CH2:28][CH2:27][CH2:26][O:25]4)[N:22]=[CH:21][CH:20]=3)[N:10]([CH2:11][C:12]3[CH:17]=[CH:16][CH:15]=[C:14]([Cl:18])[CH:13]=3)[C:5]2=[CH:4][CH:3]=1.[NH:30]([C:39]([O:41][C:42]([CH3:45])([CH3:44])[CH3:43])=[O:40])[NH:31][C:32]([O:34][C:35]([CH3:38])([CH3:37])[CH3:36])=[O:33].C([O-])([O-])=O.[Cs+].[Cs+], predict the reaction product. The product is: [Cl:18][C:14]1[CH:13]=[C:12]([CH:17]=[CH:16][CH:15]=1)[CH2:11][N:10]1[C:5]2[C:6](=[N:7][C:2]([N:30]([C:39]([O:41][C:42]([CH3:45])([CH3:44])[CH3:43])=[O:40])[NH:31][C:32]([O:34][C:35]([CH3:36])([CH3:37])[CH3:38])=[O:33])=[CH:3][CH:4]=2)[CH:8]=[C:9]1[C:19]1[N:23]([CH:24]2[CH2:29][CH2:28][CH2:27][CH2:26][O:25]2)[N:22]=[CH:21][CH:20]=1. (2) Given the reactants Cl.[O:2]1[CH2:7][CH2:6][N:5]([C:8]2[CH:16]=[CH:15][C:11]([C:12]([OH:14])=O)=[CH:10][CH:9]=2)[CH2:4][CH2:3]1.C1C=CC2N(O)N=NC=2C=1.C(N(CC)CC)C.C(Cl)CCl.[CH:38]1[C:43]([I:44])=[C:42]([OH:45])[C:41]([I:46])=[CH:40][C:39]=1[CH2:47][C@H:48]([NH2:52])[C:49]([OH:51])=[O:50], predict the reaction product. The product is: [OH:45][C:42]1[C:41]([I:46])=[CH:40][C:39]([CH2:47][C@H:48]([NH:52][C:12](=[O:14])[C:11]2[CH:10]=[CH:9][C:8]([N:5]3[CH2:4][CH2:3][O:2][CH2:7][CH2:6]3)=[CH:16][CH:15]=2)[C:49]([OH:51])=[O:50])=[CH:38][C:43]=1[I:44]. (3) The product is: [CH2:1]([O:8][C:9](=[O:10])[NH:11][C:12]([CH3:33])([CH3:32])[C:13](=[O:14])[N:15]1[CH2:16][C:17]2[NH:18][C:19]3[CH:20]=[CH:21][CH:22]=[C:23]4[C:29](=[O:30])[NH:51][N:52]=[C:26]([C:25]=2[C:24]=34)[CH2:27]1)[C:2]1[CH:3]=[CH:4][CH:5]=[CH:6][CH:7]=1. Given the reactants [CH2:1]([O:8][C:9]([NH:11][C:12]([CH3:33])([CH3:32])[C:13]([N:15]1[CH2:27][C:26](=O)[C:25]2[C:24]3[C:23]([C:29]([O-])=[O:30])=[CH:22][CH:21]=[CH:20][C:19]=3[NH:18][C:17]=2[CH2:16]1)=[O:14])=[O:10])[C:2]1[CH:7]=[CH:6][CH:5]=[CH:4][CH:3]=1.O.NN.C1C2NC3C=CC=C4C(=O)[NH:51][N:52]=C(C=2C=34)CC1, predict the reaction product. (4) Given the reactants CC(=O)CC.Br[CH2:7][CH2:8][CH2:9][CH:10]1[CH2:15][CH2:14][N:13]([C:16]([O:18][C:19]([CH3:22])([CH3:21])[CH3:20])=[O:17])[CH2:12][CH2:11]1.[F:23][C:24]1[CH:31]=[C:30]([OH:32])[CH:29]=[CH:28][C:25]=1[C:26]#[N:27].C(=O)([O-])[O-].[K+].[K+], predict the reaction product. The product is: [C:26]([C:25]1[CH:28]=[CH:29][C:30]([O:32][CH2:7][CH2:8][CH2:9][CH:10]2[CH2:15][CH2:14][N:13]([C:16]([O:18][C:19]([CH3:22])([CH3:21])[CH3:20])=[O:17])[CH2:12][CH2:11]2)=[CH:31][C:24]=1[F:23])#[N:27]. (5) Given the reactants [O:1]([C:8]1[CH:9]=[CH:10][C:11]([NH:14][C:15]([NH2:17])=[S:16])=[N:12][CH:13]=1)[C:2]1[CH:7]=[CH:6][CH:5]=[CH:4][CH:3]=1.Cl[CH2:19][C:20](=O)[CH2:21][O:22][C:23](=[O:25])[CH3:24], predict the reaction product. The product is: [O:1]([C:8]1[CH:9]=[CH:10][C:11]([NH:14][C:15]2[S:16][CH:19]=[C:20]([CH2:21][O:22][C:23](=[O:25])[CH3:24])[N:17]=2)=[N:12][CH:13]=1)[C:2]1[CH:3]=[CH:4][CH:5]=[CH:6][CH:7]=1. (6) The product is: [CH3:11][O:10][C:7]1[CH:8]=[CH:9][C:4]([CH2:3][N+:2]([O-:16])=[O:1])=[CH:5][N:6]=1. Given the reactants [OH:1][N:2]=[CH:3][C:4]1[CH:5]=[N:6][C:7]([O:10][CH3:11])=[CH:8][CH:9]=1.C(#N)C.P([O-])([O-])([O-])=[O:16].S([O-])(O[O-])(=O)=O.[K+].[K+], predict the reaction product. (7) Given the reactants C(OC([N:6]1[CH2:11][CH2:10][CH:9]([N:12]2[C:16]3=[N:17][C:18]([N:21]([CH3:23])[CH3:22])=[CH:19][CH:20]=[C:15]3[N:14]([CH3:24])[C:13]2=[O:25])[CH2:8][CH2:7]1)=O)C, predict the reaction product. The product is: [CH3:22][N:21]([CH3:23])[C:18]1[N:17]=[C:16]2[N:12]([CH:9]3[CH2:10][CH2:11][NH:6][CH2:7][CH2:8]3)[C:13](=[O:25])[N:14]([CH3:24])[C:15]2=[CH:20][CH:19]=1. (8) Given the reactants [C:1]([O:10][CH3:11])(=[O:9])[C:2]1[C:3](=[CH:5][CH:6]=[CH:7][CH:8]=1)[SH:4].[C:12]([O-])([O-])=O.[K+].[K+].CI, predict the reaction product. The product is: [CH3:11][O:10][C:1](=[O:9])[C:2]1[CH:8]=[CH:7][CH:6]=[CH:5][C:3]=1[S:4][CH3:12]. (9) Given the reactants C1(O)C=CC=CC=1.[PH:8](=[O:25])([O:17][CH2:18][C:19]1[CH:24]=[CH:23][CH:22]=[CH:21][CH:20]=1)[O:9][CH2:10][C:11]1[CH:16]=[CH:15][CH:14]=[CH:13][CH:12]=1.OS(C(F)(F)F)(=O)=O.C(=O)([O-])[O-].[Cs+].[Cs+], predict the reaction product. The product is: [CH2:18]([O:17][PH:8](=[O:25])[O:9][CH2:10][C:11]1[CH:12]=[CH:13][CH:14]=[CH:15][CH:16]=1)[C:19]1[CH:20]=[CH:21][CH:22]=[CH:23][CH:24]=1.